From a dataset of Forward reaction prediction with 1.9M reactions from USPTO patents (1976-2016). Predict the product of the given reaction. (1) Given the reactants [Br-:1].[Br-].[Br-].[NH+]1C=CC=CC=1.[NH+]1C=CC=CC=1.[NH+]1C=CC=CC=1.[NH:22]1[C:30]2[CH2:29][CH2:28][CH2:27][C:26](=[O:31])[C:25]=2[CH:24]=[N:23]1, predict the reaction product. The product is: [Br:1][CH:27]1[CH2:28][CH2:29][C:30]2[NH:22][N:23]=[CH:24][C:25]=2[C:26]1=[O:31]. (2) Given the reactants [CH2:1]([O:3][C:4](=[O:27])[C:5]([O:8][C:9]1[CH:14]=[CH:13][C:12]([O:15][C:16]2[CH:21]=[CH:20][CH:19]=[C:18]([CH:22]=[CH:23][C:24]#[N:25])[CH:17]=2)=[CH:11][C:10]=1[CH3:26])([CH3:7])[CH3:6])[CH3:2], predict the reaction product. The product is: [CH2:1]([O:3][C:4](=[O:27])[C:5]([O:8][C:9]1[CH:14]=[CH:13][C:12]([O:15][C:16]2[CH:21]=[CH:20][CH:19]=[C:18]([CH2:22][CH2:23][CH2:24][NH2:25])[CH:17]=2)=[CH:11][C:10]=1[CH3:26])([CH3:6])[CH3:7])[CH3:2].